The task is: Predict the product of the given reaction.. This data is from Forward reaction prediction with 1.9M reactions from USPTO patents (1976-2016). (1) Given the reactants [F:1][C:2]1[C:7]([O:8][CH3:9])=[CH:6][CH:5]=[CH:4][C:3]=1B(O)O.[N:13]1[CH:18]=[CH:17][CH:16]=[C:15]([NH:19][C:20]([N:22]2[CH2:25][CH:24]([O:26][C:27]3[CH:32]=[CH:31][C:30](Br)=[CH:29][N:28]=3)[CH2:23]2)=[O:21])[N:14]=1.C(=O)([O-])[O-].[K+].[K+], predict the reaction product. The product is: [N:13]1[CH:18]=[CH:17][CH:16]=[C:15]([NH:19][C:20]([N:22]2[CH2:23][CH:24]([O:26][C:27]3[CH:32]=[CH:31][C:30]([C:3]4[CH:4]=[CH:5][CH:6]=[C:7]([O:8][CH3:9])[C:2]=4[F:1])=[CH:29][N:28]=3)[CH2:25]2)=[O:21])[N:14]=1. (2) Given the reactants Cl.[Cl:2]CCC(N)(C)C.[Cl:9][C:10]1[CH:17]=[CH:16][CH:15]=[C:14](Cl)[C:11]=1C=O.C[N:20]([CH3:23])C=O, predict the reaction product. The product is: [Cl:9][C:10]1[CH:17]=[CH:16][CH:15]=[CH:14][C:11]=1[C:23]([Cl:2])=[NH:20]. (3) Given the reactants [CH2:1]([N:3]1[CH2:7][CH2:6][C@H:5]([N:8]([CH3:38])[C:9]([CH2:11][C:12]2[CH:17]=[C:16]([F:18])[CH:15]=[CH:14][C:13]=2[S:19]([NH:22][C:23]2[C:32]([C:33]([O:35]C)=[O:34])=[C:31]3[C:26]([CH:27]4[CH2:37][CH:28]4[CH2:29][O:30]3)=[CH:25][CH:24]=2)(=[O:21])=[O:20])=[O:10])[CH2:4]1)[CH3:2].O.[OH-].[Li+].C(O)=O, predict the reaction product. The product is: [CH2:1]([N:3]1[CH2:7][CH2:6][C@H:5]([N:8]([CH3:38])[C:9]([CH2:11][C:12]2[CH:17]=[C:16]([F:18])[CH:15]=[CH:14][C:13]=2[S:19]([NH:22][C:23]2[C:32]([C:33]([OH:35])=[O:34])=[C:31]3[C:26]([CH:27]4[CH2:37][CH:28]4[CH2:29][O:30]3)=[CH:25][CH:24]=2)(=[O:21])=[O:20])=[O:10])[CH2:4]1)[CH3:2]. (4) Given the reactants [CH3:1][O:2][C:3](=[O:17])[C@@H:4]1[CH2:8][C@@H:7]([OH:9])[CH2:6][N:5]1[C:10]([O:12][C:13]([CH3:16])([CH3:15])[CH3:14])=[O:11].Cl.[Br:19][C:20]1[CH:28]=[CH:27][CH:26]=[C:25]2[C:21]=1[CH2:22][NH:23][CH2:24]2.C(N(C(C)C)CC)(C)C.CN([CH:41]=[O:42])C, predict the reaction product. The product is: [Br:19][C:20]1[CH:28]=[CH:27][CH:26]=[C:25]2[C:21]=1[CH2:22][N:23]([C:41]([O:9][C@H:7]1[CH2:6][N:5]([C:10]([O:12][C:13]([CH3:14])([CH3:16])[CH3:15])=[O:11])[C@H:4]([C:3]([O:2][CH3:1])=[O:17])[CH2:8]1)=[O:42])[CH2:24]2. (5) The product is: [Br:1][CH2:2][CH2:3][CH2:4][CH2:8][CH:7]1[CH2:15][CH2:10][CH2:11][CH2:5][O:6]1. Given the reactants [Br:1][CH2:2][CH2:3][C@H:4]1[CH2:8][CH2:7][O:6][CH2:5]1.O1CCC[CH2:11][CH:10]1[CH2:15]CCCO, predict the reaction product. (6) Given the reactants [NH2:1][C:2]1[C:3]([CH3:13])=[C:4]([CH:9]=[C:10]([Br:12])[CH:11]=1)[C:5]([O:7][CH3:8])=[O:6].[O:14]1[CH2:19][CH2:18][C:17](=O)[CH2:16][CH2:15]1.C(O[BH-](OC(=O)C)OC(=O)C)(=O)C.[Na+].C([O-])(O)=O.[Na+], predict the reaction product. The product is: [Br:12][C:10]1[CH:11]=[C:2]([NH:1][CH:17]2[CH2:18][CH2:19][O:14][CH2:15][CH2:16]2)[C:3]([CH3:13])=[C:4]([CH:9]=1)[C:5]([O:7][CH3:8])=[O:6]. (7) Given the reactants Cl[C:2]1[CH:7]=[CH:6][N:5]=[C:4]([C:8]([F:11])([F:10])[F:9])[N:3]=1.C(N(CC)CC)C.[CH2:19]([NH2:23])[CH:20]([CH3:22])[CH3:21], predict the reaction product. The product is: [CH3:21][CH:20]([CH3:22])[CH2:19][NH:23][C:2]1[CH:7]=[CH:6][N:5]=[C:4]([C:8]([F:11])([F:10])[F:9])[N:3]=1.